Dataset: Forward reaction prediction with 1.9M reactions from USPTO patents (1976-2016). Task: Predict the product of the given reaction. (1) The product is: [Cl:29][C:30]1[C:31]([CH3:40])=[CH:32][C:33]([NH:19][CH:16]2[CH2:15][CH2:14][N:13]([C@H:10]3[CH2:9][CH2:8][C@@H:7]([O:6][CH2:3][CH2:4][CH3:5])[CH2:12][CH2:11]3)[CH2:18][CH2:17]2)=[C:34]([N+:36]([O-:38])=[O:37])[CH:35]=1. Given the reactants Cl.Cl.[CH2:3]([O:6][C@H:7]1[CH2:12][CH2:11][C@H:10]([N:13]2[CH2:18][CH2:17][CH:16]([NH2:19])[CH2:15][CH2:14]2)[CH2:9][CH2:8]1)[CH2:4][CH3:5].C(N(C(C)C)CC)(C)C.[Cl:29][C:30]1[CH:35]=[C:34]([N+:36]([O-:38])=[O:37])[C:33](F)=[CH:32][C:31]=1[CH3:40], predict the reaction product. (2) The product is: [CH3:3][CH:2]([O:4][C:5]1[CH:6]=[C:7]([C@@:11]23[CH2:20][C@H:15]([CH2:16][CH:17]([OH:19])[CH2:18]2)[N:14]([CH3:21])[CH2:13][C@H:12]3[CH3:22])[CH:8]=[CH:9][CH:10]=1)[CH3:1]. Given the reactants [CH3:1][CH:2]([O:4][C:5]1[CH:6]=[C:7]([C@@:11]23[CH2:20][C@H:15]([CH2:16][C:17](=[O:19])[CH2:18]2)[N:14]([CH3:21])[CH2:13][C@H:12]3[CH3:22])[CH:8]=[CH:9][CH:10]=1)[CH3:3].[BH4-].[Na+], predict the reaction product. (3) Given the reactants [Br:1][C:2]1[CH:7]=[CH:6][C:5]([C@@H:8]([NH:10][CH2:11][CH2:12][C@:13]([C:20]2[CH:25]=[CH:24][CH:23]=[CH:22][CH:21]=2)([OH:19])[CH2:14][C:15]([CH3:18])([OH:17])[CH3:16])[CH3:9])=[CH:4][CH:3]=1.Cl[C:27]([O:29][C:30]1[CH:35]=[CH:34][CH:33]=[CH:32][CH:31]=1)=[O:28], predict the reaction product. The product is: [Br:1][C:2]1[CH:7]=[CH:6][C:5]([C@@H:8]([N:10]([CH2:11][CH2:12][C@@:13]([OH:19])([C:20]2[CH:21]=[CH:22][CH:23]=[CH:24][CH:25]=2)[CH2:14][C:15]([OH:17])([CH3:18])[CH3:16])[C:27](=[O:28])[O:29][C:30]2[CH:35]=[CH:34][CH:33]=[CH:32][CH:31]=2)[CH3:9])=[CH:4][CH:3]=1.